From a dataset of Forward reaction prediction with 1.9M reactions from USPTO patents (1976-2016). Predict the product of the given reaction. Given the reactants Br[C:2]1[CH:3]=[C:4]([CH2:8][C:9]([O:11][CH3:12])=[O:10])[CH:5]=[CH:6][CH:7]=1.[CH3:13][N:14]1[CH2:19][CH2:18][NH:17][CH2:16][CH2:15]1.[C:20](=O)([O-])[O-].[Cs+].[Cs+], predict the reaction product. The product is: [CH3:13][N:14]1[CH2:19][CH2:18][N:17]([C:2]2[CH:3]=[C:4]([CH2:8][C:9]([O:11][CH2:12][CH3:20])=[O:10])[CH:5]=[CH:6][CH:7]=2)[CH2:16][CH2:15]1.